Dataset: Forward reaction prediction with 1.9M reactions from USPTO patents (1976-2016). Task: Predict the product of the given reaction. (1) Given the reactants [C:1]([C:4]1[S:8][C:7]([N:9]2[C:13]3[CH:14]=[C:15]([C:18]([OH:20])=O)[CH:16]=[CH:17][C:12]=3[N:11]=[CH:10]2)=[N:6][C:5]=1[C:21]1[CH:26]=[CH:25][CH:24]=[C:23]([Cl:27])[CH:22]=1)(=[O:3])[NH2:2].[NH2:28][CH:29]1[CH2:34][CH2:33][NH:32][CH2:31][CH2:30]1.[CH3:35]N(C(N(C)C)=[N+]1C2C(=NC=CC=2)N=N1)C.F[P-](F)(F)(F)(F)F, predict the reaction product. The product is: [CH3:35][N:32]1[CH2:33][CH2:34][CH:29]([NH:28][C:18]([C:15]2[CH:16]=[CH:17][C:12]3[N:11]=[CH:10][N:9]([C:7]4[S:8][C:4]([C:1](=[O:3])[NH2:2])=[C:5]([C:21]5[CH:26]=[CH:25][CH:24]=[C:23]([Cl:27])[CH:22]=5)[N:6]=4)[C:13]=3[CH:14]=2)=[O:20])[CH2:30][CH2:31]1. (2) Given the reactants [O:1]=[C:2]1[CH2:7][O:6][C:5]2[N:8]=[C:9]([C:18]3[CH:23]=[CH:22][C:21]([C:24]4([NH:28][C:29](=[O:35])[O:30][C:31]([CH3:34])([CH3:33])[CH3:32])[CH2:27][CH2:26][CH2:25]4)=[CH:20][CH:19]=3)[C:10]([C:12]3[CH:17]=[CH:16][CH:15]=[CH:14][CH:13]=3)=[CH:11][C:4]=2[NH:3]1.C(=O)([O-])[O-].[K+].[K+].I[CH:43]([CH3:45])[CH3:44], predict the reaction product. The product is: [CH:43]([N:3]1[C:2](=[O:1])[CH2:7][O:6][C:5]2[N:8]=[C:9]([C:18]3[CH:23]=[CH:22][C:21]([C:24]4([NH:28][C:29](=[O:35])[O:30][C:31]([CH3:32])([CH3:34])[CH3:33])[CH2:25][CH2:26][CH2:27]4)=[CH:20][CH:19]=3)[C:10]([C:12]3[CH:13]=[CH:14][CH:15]=[CH:16][CH:17]=3)=[CH:11][C:4]1=2)([CH3:45])[CH3:44].